Dataset: Reaction yield outcomes from USPTO patents with 853,638 reactions. Task: Predict the reaction yield, written as a fraction of the theoretical maximum amount of product (1.0 means a 100% yield; for example, 0.34 means a 34% yield). The catalyst is O1CCCC1. The product is [O:18]=[S:8]1(=[O:17])[CH:9]([CH2:30][N:31]([CH3:33])[CH3:32])[O:10][C:11]2[CH:16]=[CH:15][CH:14]=[CH:13][C:12]=2[N:7]1[C:1]1[CH:2]=[CH:3][CH:4]=[CH:5][CH:6]=1. The yield is 0.690. The reactants are [C:1]1([N:7]2[C:12]3[CH:13]=[CH:14][CH:15]=[CH:16][C:11]=3[O:10][CH2:9][S:8]2(=[O:18])=[O:17])[CH:6]=[CH:5][CH:4]=[CH:3][CH:2]=1.C[Si]([N-][Si](C)(C)C)(C)C.[Li+].[I-].[CH3:30][N+:31]([CH3:33])=[CH2:32].